Dataset: Forward reaction prediction with 1.9M reactions from USPTO patents (1976-2016). Task: Predict the product of the given reaction. (1) Given the reactants [Mg].BrC(Br)C.Cl[CH2:7][C:8]([C:11]1[CH:16]=[C:15]([CH3:17])[CH:14]=[CH:13][C:12]=1[O:18][CH3:19])([CH3:10])[CH3:9].[F:20][C:21]([F:32])([F:31])[C:22](O[C:22](=[O:23])[C:21]([F:32])([F:31])[F:20])=[O:23].Cl, predict the reaction product. The product is: [F:20][C:21]([F:32])([F:31])[C:22](=[O:23])[CH2:7][C:8]([C:11]1[CH:16]=[C:15]([CH3:17])[CH:14]=[CH:13][C:12]=1[O:18][CH3:19])([CH3:10])[CH3:9]. (2) The product is: [CH2:1]([O:8][C:9]([NH:10][C@@H:11]1[CH2:16][CH2:15][C@H:14]([O:17][S:29]([CH3:28])(=[O:31])=[O:30])[C@@H:13]([O:18][CH3:19])[CH2:12]1)=[O:27])[C:2]1[CH:7]=[CH:6][CH:5]=[CH:4][CH:3]=1. Given the reactants [CH2:1]([O:8][C:9](=[O:27])[N:10](CC1C=CC=CC=1)[C@@H:11]1[CH2:16][CH2:15][C@H:14]([OH:17])[C@@H:13]([O:18][CH3:19])[CH2:12]1)[C:2]1[CH:7]=[CH:6][CH:5]=[CH:4][CH:3]=1.[CH3:28][S:29](Cl)(=[O:31])=[O:30], predict the reaction product. (3) Given the reactants [C:1]([O:5][C:6](=[O:17])[NH:7][C@H:8]([C:10]1[CH:15]=[CH:14][CH:13]=[C:12](Br)[CH:11]=1)[CH3:9])([CH3:4])([CH3:3])[CH3:2].[CH3:18][O:19][C:20]([O:24][Si](C)(C)C)=[C:21]([CH3:23])[CH3:22].CN(C=O)C.O, predict the reaction product. The product is: [C:1]([O:5][C:6]([NH:7][C@H:8]([C:10]1[CH:11]=[C:12]([C:21]([CH3:23])([CH3:22])[C:20]([O:19][CH3:18])=[O:24])[CH:13]=[CH:14][CH:15]=1)[CH3:9])=[O:17])([CH3:4])([CH3:3])[CH3:2]. (4) Given the reactants [Cl:1][C:2]1[CH:22]=[C:21](/[CH:23]=[CH:24]/[C:25]2[CH:30]=[CH:29][CH:28]=[CH:27][CH:26]=2)[CH:20]=[CH:19][C:3]=1[CH2:4][N:5]1[C:9]2=[N:10][C:11]([C:14]([O:16][CH3:17])=[O:15])=[CH:12][CH:13]=[C:8]2[N:7]=[C:6]1[CH3:18], predict the reaction product. The product is: [Cl:1][C:2]1[CH:22]=[C:21]([CH2:23][CH2:24][C:25]2[CH:26]=[CH:27][CH:28]=[CH:29][CH:30]=2)[CH:20]=[CH:19][C:3]=1[CH2:4][N:5]1[C:9]2=[N:10][C:11]([C:14]([O:16][CH3:17])=[O:15])=[CH:12][CH:13]=[C:8]2[N:7]=[C:6]1[CH3:18]. (5) Given the reactants C(OC([N:8]1[CH2:13][CH2:12][CH2:11][CH2:10][CH:9]1/[CH:14]=[CH:15]/[C:16]1[CH:21]=[CH:20][C:19]([N:22]2[CH2:26][C:25](=[O:27])[N:24]([CH2:28][CH2:29][Si:30]([CH3:33])([CH3:32])[CH3:31])[S:23]2(=[O:35])=[O:34])=[C:18]([O:36][CH2:37][C:38]2[CH:43]=[CH:42][CH:41]=[CH:40][CH:39]=2)[CH:17]=1)=O)(C)(C)C, predict the reaction product. The product is: [CH2:37]([O:36][C:18]1[CH:17]=[C:16](/[CH:15]=[CH:14]/[CH:9]2[CH2:10][CH2:11][CH2:12][CH2:13][NH:8]2)[CH:21]=[CH:20][C:19]=1[N:22]1[S:23](=[O:34])(=[O:35])[N:24]([CH2:28][CH2:29][Si:30]([CH3:31])([CH3:33])[CH3:32])[C:25](=[O:27])[CH2:26]1)[C:38]1[CH:39]=[CH:40][CH:41]=[CH:42][CH:43]=1. (6) Given the reactants [O:1]=[C:2]1[CH2:16][CH:5]2[CH2:6][N:7]([C:9]([O:11][C:12]([CH3:15])([CH3:14])[CH3:13])=[O:10])[CH2:8][CH:4]2[CH2:3]1.[Li+].C[Si]([N-][Si](C)(C)C)(C)C.ClC1C=CC(N([S:35]([C:38]([F:41])([F:40])[F:39])(=[O:37])=[O:36])[S:35]([C:38]([F:41])([F:40])[F:39])(=[O:37])=[O:36])=NC=1, predict the reaction product. The product is: [F:39][C:38]([F:41])([F:40])[S:35]([O:1][C:2]1[CH2:16][CH:5]2[CH2:6][N:7]([C:9]([O:11][C:12]([CH3:13])([CH3:15])[CH3:14])=[O:10])[CH2:8][CH:4]2[CH:3]=1)(=[O:37])=[O:36]. (7) Given the reactants C(O)C.[Cl-].[Ca+2].[Cl-].[C:7]([O:11][C:12]([N:14]([CH2:26][C:27]([O:29][C:30]([CH3:33])([CH3:32])[CH3:31])=[O:28])[C:15]1[CH:20]=[CH:19][CH:18]=[C:17]([C:21](OCC)=[O:22])[N:16]=1)=[O:13])([CH3:10])([CH3:9])[CH3:8].[BH4-].[Na+].COCCOCCOCCOCCOC, predict the reaction product. The product is: [C:7]([O:11][C:12]([N:14]([CH2:26][C:27]([O:29][C:30]([CH3:33])([CH3:32])[CH3:31])=[O:28])[C:15]1[CH:20]=[CH:19][CH:18]=[C:17]([CH2:21][OH:22])[N:16]=1)=[O:13])([CH3:10])([CH3:9])[CH3:8]. (8) Given the reactants [CH3:1][C:2]1[N:3]([C:8]2[CH:16]=[C:15]([N+:17]([O-])=O)[CH:14]=[CH:13][C:9]=2[C:10]([OH:12])=[O:11])[C:4]([CH3:7])=[CH:5][CH:6]=1.O.[BH4-].[Na+], predict the reaction product. The product is: [NH2:17][C:15]1[CH:14]=[CH:13][C:9]([C:10]([OH:12])=[O:11])=[C:8]([N:3]2[C:4]([CH3:7])=[CH:5][CH:6]=[C:2]2[CH3:1])[CH:16]=1.